This data is from Forward reaction prediction with 1.9M reactions from USPTO patents (1976-2016). The task is: Predict the product of the given reaction. (1) Given the reactants Br[C:2]1[CH:11]=[CH:10][C:5]([C:6]([NH:8][CH3:9])=[O:7])=[CH:4][N:3]=1.B([C:15]1[CH:23]=[CH:22][C:18]([C:19]([OH:21])=[O:20])=[CH:17][CH:16]=1)(O)O, predict the reaction product. The product is: [CH3:9][NH:8][C:6]([C:5]1[CH:10]=[CH:11][C:2]([C:15]2[CH:23]=[CH:22][C:18]([C:19]([OH:21])=[O:20])=[CH:17][CH:16]=2)=[N:3][CH:4]=1)=[O:7]. (2) Given the reactants [C:1]([NH:5][C:6]1[CH:14]=[CH:13][C:12]([O:15][C:16]2[CH:21]=[CH:20][CH:19]=[CH:18][C:17]=2[NH:22]CCC)=[CH:11][C:7]=1[C:8]([OH:10])=[O:9])(=[O:4])[CH2:2][CH3:3].[C:26](Cl)(=[O:30])[CH2:27][CH2:28][CH3:29].[CH2:32](Cl)Cl, predict the reaction product. The product is: [C:26]([NH:22][C:17]1[CH:18]=[CH:19][CH:20]=[CH:21][C:16]=1[O:15][C:12]1[CH:13]=[CH:14][C:6]([NH:5][C:1]([CH:2]2[CH2:3][CH2:32]2)=[O:4])=[C:7]([CH:11]=1)[C:8]([OH:10])=[O:9])(=[O:30])[CH2:27][CH2:28][CH3:29]. (3) Given the reactants [NH2:1][C:2]1[N:6]([C:7]2[CH:12]=[C:11](I)[CH:10]=[CH:9][N:8]=2)[N:5]=[C:4]([C:14]([NH2:16])=[O:15])[CH:3]=1.[C:17]([C@:19]1([OH:26])[CH2:23][CH2:22][N:21]([CH3:24])[C:20]1=[O:25])#[CH:18], predict the reaction product. The product is: [NH2:1][C:2]1[N:6]([C:7]2[CH:12]=[C:11]([C:18]#[C:17][C@:19]3([OH:26])[CH2:23][CH2:22][N:21]([CH3:24])[C:20]3=[O:25])[CH:10]=[CH:9][N:8]=2)[N:5]=[C:4]([C:14]([NH2:16])=[O:15])[CH:3]=1. (4) The product is: [CH3:25][C:22]1[S:21][C:20]([CH2:18][C:16]2[S:17][C:13]([CH:9]=[O:8])=[CH:14][CH:15]=2)=[CH:24][CH:23]=1. Given the reactants [I-].[Na+].C[Si](Cl)(C)C.[O:8]1CCO[CH:9]1[C:13]1[S:17][C:16]([CH:18]([C:20]2[S:21][C:22]([CH3:25])=[CH:23][CH:24]=2)O)=[CH:15][CH:14]=1.[OH-].[Na+].O.O.O.O.O.S([O-])([O-])(=O)=S.[Na+].[Na+], predict the reaction product. (5) Given the reactants [OH-].[Na+].CO.[C:5]([NH:13][C:14]1[CH:23]=[C:22]([O:24][CH2:25][CH2:26][CH2:27][C:28]2[CH:33]=[CH:32][CH:31]=[CH:30][CH:29]=2)[CH:21]=[CH:20][C:15]=1[C:16]([O:18]C)=[O:17])(=[O:12])[C:6]1[CH:11]=[CH:10][CH:9]=[CH:8][CH:7]=1, predict the reaction product. The product is: [C:5]([NH:13][C:14]1[CH:23]=[C:22]([O:24][CH2:25][CH2:26][CH2:27][C:28]2[CH:29]=[CH:30][CH:31]=[CH:32][CH:33]=2)[CH:21]=[CH:20][C:15]=1[C:16]([OH:18])=[O:17])(=[O:12])[C:6]1[CH:7]=[CH:8][CH:9]=[CH:10][CH:11]=1. (6) Given the reactants C(O)C.[CH2:4]([O:6][C:7]([C:9]1[N:10]([CH3:30])[CH:11]=[C:12]([C:28]#[N:29])[C:13]=1[C:14]1[CH:19]=[CH:18][C:17]([O:20]CC2C=CC=CC=2)=[CH:16][CH:15]=1)=[O:8])[CH3:5].[H][H], predict the reaction product. The product is: [CH2:4]([O:6][C:7]([C:9]1[N:10]([CH3:30])[CH:11]=[C:12]([C:28]#[N:29])[C:13]=1[C:14]1[CH:19]=[CH:18][C:17]([OH:20])=[CH:16][CH:15]=1)=[O:8])[CH3:5].